This data is from Catalyst prediction with 721,799 reactions and 888 catalyst types from USPTO. The task is: Predict which catalyst facilitates the given reaction. (1) Reactant: [CH:1]1([NH2:4])[CH2:3][CH2:2]1.[F:5][C:6]([F:38])([F:37])[CH2:7][NH:8][C:9]([NH:11][C:12]1[CH:13]=[C:14]([C:18]2[N:22]3[N:23]=[CH:24][C:25]([C:27]4[CH:28]=[N:29][N:30]([CH:32]([CH3:36])[C:33](O)=[O:34])[CH:31]=4)=[CH:26][C:21]3=[N:20][CH:19]=2)[CH:15]=[CH:16][CH:17]=1)=[O:10].F[P-](F)(F)(F)(F)F.N1(O[P+](N(C)C)(N(C)C)N(C)C)C2C=CC=CC=2N=N1.C(N(CC)CC)C. Product: [CH:1]1([NH:4][C:33](=[O:34])[CH:32]([N:30]2[CH:31]=[C:27]([C:25]3[CH:24]=[N:23][N:22]4[C:18]([C:14]5[CH:15]=[CH:16][CH:17]=[C:12]([NH:11][C:9]([NH:8][CH2:7][C:6]([F:38])([F:37])[F:5])=[O:10])[CH:13]=5)=[CH:19][N:20]=[C:21]4[CH:26]=3)[CH:28]=[N:29]2)[CH3:36])[CH2:3][CH2:2]1. The catalyst class is: 3. (2) Reactant: [CH2:1]([O:8][C:9]([N:11]1[CH2:16][C@H:15]([O:17][Si:18]([C:21]([CH3:24])([CH3:23])[CH3:22])([CH3:20])[CH3:19])[CH2:14][C@@H:13]([O:25][Si](C(C)(C)C)(C)C)[CH2:12]1)=[O:10])[C:2]1[CH:7]=[CH:6][CH:5]=[CH:4][CH:3]=1.[F-].C([N+](CCCC)(CCCC)CCCC)CCC.O. Product: [CH2:1]([O:8][C:9]([N:11]1[CH2:12][C@H:13]([OH:25])[CH2:14][C@@H:15]([O:17][Si:18]([C:21]([CH3:24])([CH3:23])[CH3:22])([CH3:19])[CH3:20])[CH2:16]1)=[O:10])[C:2]1[CH:3]=[CH:4][CH:5]=[CH:6][CH:7]=1. The catalyst class is: 1. (3) Reactant: [CH2:1]([N:8]1[C:13](=[O:14])[CH:12]=[C:11]([C:15]2[CH:20]=[CH:19][C:18]([Cl:21])=[CH:17][CH:16]=2)[C:10]([C:22]2[CH:27]=[CH:26][C:25]([S:28][CH3:29])=[CH:24][CH:23]=2)=[N:9]1)[C:2]1[CH:7]=[CH:6][CH:5]=[CH:4][CH:3]=1.C(=O)([O-])[OH:31].[Na+]. Product: [CH2:1]([N:8]1[C:13](=[O:14])[CH:12]=[C:11]([C:15]2[CH:20]=[CH:19][C:18]([Cl:21])=[CH:17][CH:16]=2)[C:10]([C:22]2[CH:23]=[CH:24][C:25]([S:28]([CH3:29])=[O:31])=[CH:26][CH:27]=2)=[N:9]1)[C:2]1[CH:3]=[CH:4][CH:5]=[CH:6][CH:7]=1. The catalyst class is: 4. (4) Reactant: [Cl:1][C:2]1[CH:3]=[C:4]2[C:9](=[CH:10][CH:11]=1)[CH:8]=[C:7]([S:12]([N:15]1[C:20]([C:21]([O:23][CH3:24])=[O:22])=[CH:19][NH:18][CH2:17][CH2:16]1)(=[O:14])=[O:13])[CH:6]=[CH:5]2.[N:25]1[CH:30]=[CH:29][C:28]([C:31]2[CH:48]=[CH:47][C:34]([C:35](OC3C=CC([N+]([O-])=O)=CC=3)=[O:36])=[CH:33][CH:32]=2)=[CH:27][CH:26]=1.[H-].[Na+].O. Product: [Cl:1][C:2]1[CH:3]=[C:4]2[C:9](=[CH:10][CH:11]=1)[CH:8]=[C:7]([S:12]([N:15]1[C:20]([C:21]([O:23][CH3:24])=[O:22])=[CH:19][N:18]([C:35](=[O:36])[C:34]3[CH:33]=[CH:32][C:31]([C:28]4[CH:27]=[CH:26][N:25]=[CH:30][CH:29]=4)=[CH:48][CH:47]=3)[CH2:17][CH2:16]1)(=[O:13])=[O:14])[CH:6]=[CH:5]2. The catalyst class is: 42.